From a dataset of Peptide-MHC class II binding affinity with 134,281 pairs from IEDB. Regression. Given a peptide amino acid sequence and an MHC pseudo amino acid sequence, predict their binding affinity value. This is MHC class II binding data. The peptide sequence is GWIISNIFGAIPVLA. The MHC is HLA-DQA10501-DQB10301 with pseudo-sequence HLA-DQA10501-DQB10301. The binding affinity (normalized) is 0.761.